The task is: Predict the product of the given reaction.. This data is from Forward reaction prediction with 1.9M reactions from USPTO patents (1976-2016). (1) Given the reactants [Br:1][C:2]1[N:7]=[C:6]([C:8]([OH:10])=O)[CH:5]=[CH:4][CH:3]=1.[CH3:11][CH:12]1[CH2:17][CH2:16][NH:15][CH2:14][CH2:13]1.C(N(CC)C(C)C)(C)C.CN(C(ON1N=NC2C=CC=CC1=2)=[N+](C)C)C.F[P-](F)(F)(F)(F)F, predict the reaction product. The product is: [Br:1][C:2]1[N:7]=[C:6]([C:8]([N:15]2[CH2:16][CH2:17][CH:12]([CH3:11])[CH2:13][CH2:14]2)=[O:10])[CH:5]=[CH:4][CH:3]=1. (2) Given the reactants Br[C:2]1[CH:7]=[CH:6][C:5]([N:8]2[C:12]3[CH:13]=[C:14]([C:16]([O:18][CH2:19][CH3:20])=[O:17])[NH:15][C:11]=3[N:10]=[CH:9]2)=[CH:4][CH:3]=1, predict the reaction product. The product is: [C:5]1([N:8]2[C:12]3[CH:13]=[C:14]([C:16]([O:18][CH2:19][CH3:20])=[O:17])[NH:15][C:11]=3[N:10]=[CH:9]2)[CH:4]=[CH:3][CH:2]=[CH:7][CH:6]=1. (3) The product is: [CH3:1][O:2][C:3]1[CH:8]=[CH:7][C:6]([C:9]([C:37]2[CH:42]=[CH:41][C:40]([O:43][CH3:44])=[CH:39][CH:38]=2)([C:31]2[CH:36]=[CH:35][CH:34]=[CH:33][CH:32]=2)[NH:10][C:11]2[CH2:12][O:13][C:14]([CH3:30])([CH3:29])[C:15]([F:28])([F:27])[C@:16]([C:19]3[CH:24]=[C:23]([NH:51][C:48]4[CH:49]=[CH:50][N:46]([CH3:45])[N:47]=4)[CH:22]=[CH:21][C:20]=3[F:26])([CH3:18])[N:17]=2)=[CH:5][CH:4]=1. Given the reactants [CH3:1][O:2][C:3]1[CH:8]=[CH:7][C:6]([C:9]([C:37]2[CH:42]=[CH:41][C:40]([O:43][CH3:44])=[CH:39][CH:38]=2)([C:31]2[CH:36]=[CH:35][CH:34]=[CH:33][CH:32]=2)[NH:10][C:11]2[CH2:12][O:13][C:14]([CH3:30])([CH3:29])[C:15]([F:28])([F:27])[C@:16]([C:19]3[CH:24]=[C:23](Br)[CH:22]=[CH:21][C:20]=3[F:26])([CH3:18])[N:17]=2)=[CH:5][CH:4]=1.[CH3:45][N:46]1[CH:50]=[CH:49][C:48]([NH2:51])=[N:47]1, predict the reaction product. (4) Given the reactants [NH2:1][C:2]1[N:10]=[C:9]([O:11][CH2:12][CH2:13][O:14][CH3:15])[N:8]=[C:7]2[C:3]=1[N:4]=[CH:5][N:6]2[CH2:16][C:17]1[CH:18]=[C:19]([P:23](=[O:30])([O:27][CH2:28][CH3:29])[O:24][CH2:25][CH3:26])[CH:20]=[CH:21][CH:22]=1.[Br:31]N1C(=O)CCC1=O, predict the reaction product. The product is: [NH2:1][C:2]1[N:10]=[C:9]([O:11][CH2:12][CH2:13][O:14][CH3:15])[N:8]=[C:7]2[C:3]=1[N:4]=[C:5]([Br:31])[N:6]2[CH2:16][C:17]1[CH:18]=[C:19]([P:23](=[O:30])([O:24][CH2:25][CH3:26])[O:27][CH2:28][CH3:29])[CH:20]=[CH:21][CH:22]=1.